Dataset: HIV replication inhibition screening data with 41,000+ compounds from the AIDS Antiviral Screen. Task: Binary Classification. Given a drug SMILES string, predict its activity (active/inactive) in a high-throughput screening assay against a specified biological target. (1) The drug is CN(C)c1nc(N(C)C)sc(=O)n1. The result is 0 (inactive). (2) The drug is BrCC[N+]12CCCN1CCC2.[Br-]. The result is 0 (inactive).